Predict which catalyst facilitates the given reaction. From a dataset of Catalyst prediction with 721,799 reactions and 888 catalyst types from USPTO. (1) Reactant: CC(C)([O-])C.[K+].[O:7]1[CH2:11]CC[CH2:8]1.[Cl-].COC[P+](C1C=CC=CC=1)(C1C=CC=CC=1)C1C=CC=CC=1.[CH3:35][O:36][C:37]1[CH:46]=[CH:45][C:44]2[C:39](=[CH:40][CH:41]=[CH:42][CH:43]=2)[C:38]=1[CH:47]=O. Product: [CH3:35][O:36][C:37]1[CH:46]=[CH:45][C:44]2[C:39](=[CH:40][CH:41]=[CH:42][CH:43]=2)[C:38]=1[CH:47]=[CH:8][O:7][CH3:11]. The catalyst class is: 13. (2) Reactant: [NH2:1][CH2:2][C@@H:3]1[O:7][C:6](=[O:8])[N:5]([C:9]2[CH:14]=[C:13]([F:15])[C:12]([N:16]3[CH2:21][CH2:20][CH:19]([N:22]4[N:26]=[CH:25][CH:24]=[N:23]4)[CH2:18][CH2:17]3)=[C:11]([F:27])[CH:10]=2)[CH2:4]1.[F:28][CH:29]([F:33])[C:30](O)=[O:31].C1C=CC2N(O)N=NC=2C=1.CCN=C=NCCCN(C)C.Cl.CN1CCOCC1. Product: [F:27][C:11]1[CH:10]=[C:9]([N:5]2[CH2:4][C@H:3]([CH2:2][NH:1][C:30](=[O:31])[CH:29]([F:33])[F:28])[O:7][C:6]2=[O:8])[CH:14]=[C:13]([F:15])[C:12]=1[N:16]1[CH2:21][CH2:20][CH:19]([N:22]2[N:23]=[CH:24][CH:25]=[N:26]2)[CH2:18][CH2:17]1. The catalyst class is: 9. (3) The catalyst class is: 184. Product: [F:26][C:23]1[CH:24]=[CH:25][C:20]([C@:13]2([CH2:16][CH2:17][CH2:18][OH:19])[O:12][C:11](=[O:27])[N:10]([C@H:8]([C:5]3[CH:6]=[CH:7][C:2]([C:34]4[CH:35]=[N:36][CH:37]=[C:32]([CH:33]=4)[C:30]([O:29][CH3:28])=[O:31])=[CH:3][CH:4]=3)[CH3:9])[CH2:15][CH2:14]2)=[CH:21][CH:22]=1. Reactant: Br[C:2]1[CH:7]=[CH:6][C:5]([C@@H:8]([N:10]2[CH2:15][CH2:14][C@@:13]([C:20]3[CH:25]=[CH:24][C:23]([F:26])=[CH:22][CH:21]=3)([CH2:16][CH2:17][CH2:18][OH:19])[O:12][C:11]2=[O:27])[CH3:9])=[CH:4][CH:3]=1.[CH3:28][O:29][C:30]([C:32]1[CH:33]=[C:34](B(O)O)[CH:35]=[N:36][CH:37]=1)=[O:31].C([O-])([O-])=O.[Cs+].[Cs+]. (4) Reactant: C(OC(=O)[NH:7][C:8]1[CH:13]=[CH:12][C:11]([C:14]2[N:18]=[C:17]([C:19]3[CH:24]=[CH:23][C:22]([O:25][C:26]([F:29])([F:28])[F:27])=[CH:21][CH:20]=3)[O:16][N:15]=2)=[CH:10][CH:9]=1)(C)(C)C.FC(F)(F)C(O)=O. Product: [F:29][C:26]([F:27])([F:28])[O:25][C:22]1[CH:21]=[CH:20][C:19]([C:17]2[O:16][N:15]=[C:14]([C:11]3[CH:12]=[CH:13][C:8]([NH2:7])=[CH:9][CH:10]=3)[N:18]=2)=[CH:24][CH:23]=1. The catalyst class is: 2. (5) Reactant: C[N:2]([CH2:10][C:11]1[CH:15]=[C:14]([C:16]2[CH:21]=[CH:20][CH:19]=[CH:18][CH:17]=2)[NH:13][CH:12]=1)[C:3](=O)OC(C)(C)C.[H-].[Na+].[Cl:24][C:25]1[CH:30]=[CH:29][C:28]([S:31](Cl)(=[O:33])=[O:32])=[CH:27][CH:26]=1. Product: [ClH:24].[Cl:24][C:25]1[CH:30]=[CH:29][C:28]([S:31]([N:13]2[C:14]([C:16]3[CH:17]=[CH:18][CH:19]=[CH:20][CH:21]=3)=[CH:15][C:11]([CH2:10][NH:2][CH3:3])=[CH:12]2)(=[O:33])=[O:32])=[CH:27][CH:26]=1. The catalyst class is: 9. (6) Product: [CH3:13][N:17]([CH3:16])[C:4]1[C:5]([CH2:8][C:9]([O:11][CH3:12])=[O:10])=[N:6][CH:7]=[CH:2][CH:3]=1. Reactant: N[C:2]1[CH:3]=[CH:4][C:5]([CH2:8][C:9]([O:11][CH3:12])=[O:10])=[N:6][CH:7]=1.[CH2:13]=O.[BH3-][C:16]#[N:17].[Na+]. The catalyst class is: 467.